Dataset: NCI-60 drug combinations with 297,098 pairs across 59 cell lines. Task: Regression. Given two drug SMILES strings and cell line genomic features, predict the synergy score measuring deviation from expected non-interaction effect. (1) Drug 1: C#CCC(CC1=CN=C2C(=N1)C(=NC(=N2)N)N)C3=CC=C(C=C3)C(=O)NC(CCC(=O)O)C(=O)O. Drug 2: COC1=C2C(=CC3=C1OC=C3)C=CC(=O)O2. Cell line: NCI-H226. Synergy scores: CSS=-5.00, Synergy_ZIP=2.83, Synergy_Bliss=-0.363, Synergy_Loewe=-5.33, Synergy_HSA=-5.50. (2) Drug 1: CCC1=C2CN3C(=CC4=C(C3=O)COC(=O)C4(CC)O)C2=NC5=C1C=C(C=C5)O. Drug 2: C(=O)(N)NO. Cell line: TK-10. Synergy scores: CSS=2.70, Synergy_ZIP=2.11, Synergy_Bliss=3.60, Synergy_Loewe=-11.6, Synergy_HSA=-1.21. (3) Drug 1: C1=CC(=CC=C1CCCC(=O)O)N(CCCl)CCCl. Drug 2: CC1CCC2CC(C(=CC=CC=CC(CC(C(=O)C(C(C(=CC(C(=O)CC(OC(=O)C3CCCCN3C(=O)C(=O)C1(O2)O)C(C)CC4CCC(C(C4)OC)O)C)C)O)OC)C)C)C)OC. Cell line: K-562. Synergy scores: CSS=28.6, Synergy_ZIP=-9.11, Synergy_Bliss=-2.93, Synergy_Loewe=-0.299, Synergy_HSA=2.24. (4) Drug 1: CC1=C(C(=O)C2=C(C1=O)N3CC4C(C3(C2COC(=O)N)OC)N4)N. Drug 2: CC(C)(C#N)C1=CC=C(C=C1)N2C3=C4C=C(C=CC4=NC=C3N(C2=O)C)C5=CC6=CC=CC=C6N=C5. Cell line: HT29. Synergy scores: CSS=71.7, Synergy_ZIP=8.70, Synergy_Bliss=8.60, Synergy_Loewe=17.2, Synergy_HSA=19.9. (5) Synergy scores: CSS=45.4, Synergy_ZIP=1.30, Synergy_Bliss=2.21, Synergy_Loewe=-41.2, Synergy_HSA=-0.306. Drug 2: CS(=O)(=O)OCCCCOS(=O)(=O)C. Cell line: SF-539. Drug 1: CC1C(C(CC(O1)OC2CC(OC(C2O)C)OC3=CC4=CC5=C(C(=O)C(C(C5)C(C(=O)C(C(C)O)O)OC)OC6CC(C(C(O6)C)O)OC7CC(C(C(O7)C)O)OC8CC(C(C(O8)C)O)(C)O)C(=C4C(=C3C)O)O)O)O. (6) Drug 1: CNC(=O)C1=CC=CC=C1SC2=CC3=C(C=C2)C(=NN3)C=CC4=CC=CC=N4. Drug 2: B(C(CC(C)C)NC(=O)C(CC1=CC=CC=C1)NC(=O)C2=NC=CN=C2)(O)O. Cell line: HL-60(TB). Synergy scores: CSS=29.0, Synergy_ZIP=10.8, Synergy_Bliss=12.6, Synergy_Loewe=16.2, Synergy_HSA=16.2. (7) Drug 1: C1=CN(C(=O)N=C1N)C2C(C(C(O2)CO)O)O.Cl. Drug 2: C1C(C(OC1N2C=NC(=NC2=O)N)CO)O. Cell line: U251. Synergy scores: CSS=23.6, Synergy_ZIP=-4.96, Synergy_Bliss=1.92, Synergy_Loewe=-0.282, Synergy_HSA=1.90. (8) Drug 1: CS(=O)(=O)C1=CC(=C(C=C1)C(=O)NC2=CC(=C(C=C2)Cl)C3=CC=CC=N3)Cl. Drug 2: CC1CCC2CC(C(=CC=CC=CC(CC(C(=O)C(C(C(=CC(C(=O)CC(OC(=O)C3CCCCN3C(=O)C(=O)C1(O2)O)C(C)CC4CCC(C(C4)OC)O)C)C)O)OC)C)C)C)OC. Cell line: SNB-75. Synergy scores: CSS=20.8, Synergy_ZIP=4.86, Synergy_Bliss=6.93, Synergy_Loewe=-5.46, Synergy_HSA=5.02.